Dataset: Full USPTO retrosynthesis dataset with 1.9M reactions from patents (1976-2016). Task: Predict the reactants needed to synthesize the given product. (1) Given the product [NH2:21][C:22]1[C:27]([C:28]#[N:29])=[C:26]([NH:1][CH:2]([C:4]2[N:5]([C:15]3[CH:20]=[CH:19][CH:18]=[CH:17][CH:16]=3)[C:6](=[O:14])[C:7]3[N:8]([CH:10]=[CH:11][C:12]=3[CH3:13])[CH:9]=2)[CH3:3])[N:25]=[CH:24][N:23]=1, predict the reactants needed to synthesize it. The reactants are: [NH2:1][CH:2]([C:4]1[N:5]([C:15]2[CH:20]=[CH:19][CH:18]=[CH:17][CH:16]=2)[C:6](=[O:14])[C:7]2[N:8]([CH:10]=[CH:11][C:12]=2[CH3:13])[CH:9]=1)[CH3:3].[NH2:21][C:22]1[C:27]([C:28]#[N:29])=[C:26](Cl)[N:25]=[CH:24][N:23]=1.C(N(CC)CC)C. (2) Given the product [F:2][C:3]([F:8])([F:7])[C:4]([OH:6])=[O:5].[C:11]([O:13][C:14]1[CH:19]=[CH:18][C:17]([C:20]2[CH:21]=[CH:22][C:23]([O:26][C:27]3[C:32](=[O:33])[N:31]([C:34]4[CH:35]=[CH:36][C:37]([CH3:40])=[CH:38][CH:39]=4)[N:30]=[CH:29][C:28]=3[N:41]3[CH2:46][CH2:45][NH:44][CH2:43][CH2:42]3)=[CH:24][CH:25]=2)=[CH:16][CH:15]=1)(=[O:12])[C:10]([CH3:55])([CH3:54])[CH3:9], predict the reactants needed to synthesize it. The reactants are: O.[F:2][C:3]([F:8])([F:7])[C:4]([OH:6])=[O:5].[CH3:9][C:10]([CH3:55])([CH3:54])[C:11]([O:13][C:14]1[CH:19]=[CH:18][C:17]([C:20]2[CH:25]=[CH:24][C:23]([O:26][C:27]3[C:32](=[O:33])[N:31]([C:34]4[CH:39]=[CH:38][C:37]([CH3:40])=[CH:36][CH:35]=4)[N:30]=[CH:29][C:28]=3[N:41]3[CH2:46][CH2:45][N:44](C(OC(C)(C)C)=O)[CH2:43][CH2:42]3)=[CH:22][CH:21]=2)=[CH:16][CH:15]=1)=[O:12].